This data is from Catalyst prediction with 721,799 reactions and 888 catalyst types from USPTO. The task is: Predict which catalyst facilitates the given reaction. (1) Reactant: C(OC(=O)[NH:7][C:8]1[CH:13]=[CH:12]C(C(F)(F)F)=[CH:10][C:9]=1[NH:18][C:19](=[O:38])[CH2:20][C:21]([C:23]1[CH:28]=[CH:27][CH:26]=[C:25]([C:29]2[CH:30]=[N:31][C:32]([CH:35]([CH3:37])[CH3:36])=[CH:33][CH:34]=2)[CH:24]=1)=O)(C)(C)C.[C:40](O)([C:42]([F:45])([F:44])[F:43])=O. Product: [CH:35]([C:32]1[N:31]=[CH:30][C:29]([C:25]2[CH:24]=[C:23]([C:21]3[CH2:20][C:19](=[O:38])[NH:18][C:9]4[CH:10]=[C:40]([C:42]([F:45])([F:44])[F:43])[CH:12]=[CH:13][C:8]=4[N:7]=3)[CH:28]=[CH:27][CH:26]=2)=[CH:34][CH:33]=1)([CH3:37])[CH3:36]. The catalyst class is: 2. (2) Reactant: [Cl:1][C:2]1[CH:7]=[CH:6][C:5]([N:8]([S:14]([C:17]2[CH:22]=[CH:21][C:20]([O:23][CH3:24])=[C:19]([O:25][CH3:26])[CH:18]=2)(=[O:16])=[O:15])[CH2:9][CH2:10][C:11](O)=[O:12])=[C:4]([CH2:27][C:28]2[C:33]([F:34])=[CH:32][CH:31]=[CH:30][C:29]=2[F:35])[CH:3]=1.C([N:38]1CCOCC1)C.ClC(OCC)=O.N. Product: [Cl:1][C:2]1[CH:7]=[CH:6][C:5]([N:8]([S:14]([C:17]2[CH:22]=[CH:21][C:20]([O:23][CH3:24])=[C:19]([O:25][CH3:26])[CH:18]=2)(=[O:16])=[O:15])[CH2:9][CH2:10][C:11]([NH2:38])=[O:12])=[C:4]([CH2:27][C:28]2[C:33]([F:34])=[CH:32][CH:31]=[CH:30][C:29]=2[F:35])[CH:3]=1. The catalyst class is: 253. (3) Reactant: [C:1]([C:8]1[NH:9][CH:10]=[CH:11]N=1)([C:3]1[NH:4]C=CN=1)=O.[Cl:13][C:14]1[N:22]=[CH:21][C:20]([F:23])=[CH:19][C:15]=1[C:16]([OH:18])=O.NC1CCN(N[C:32](=[O:38])[O:33][C:34]([CH3:37])([CH3:36])[CH3:35])CC1. Product: [Cl:13][C:14]1[C:15]([C:16]([NH:4][CH:3]2[CH2:1][CH2:8][N:9]([C:32]([O:33][C:34]([CH3:37])([CH3:36])[CH3:35])=[O:38])[CH2:10][CH2:11]2)=[O:18])=[CH:19][C:20]([F:23])=[CH:21][N:22]=1. The catalyst class is: 9. (4) Reactant: [F:1][C:2]1[CH:3]=[CH:4][C:5]([NH:8][NH2:9])=[N:6][CH:7]=1.[CH2:10]1[C:12]2([CH2:17][CH2:16][CH2:15][CH2:14][N:13]2[C:18](Cl)=[O:19])[CH2:11]1.CCN(C(C)C)C(C)C.O. Product: [F:1][C:2]1[CH:3]=[CH:4][C:5]([NH:8][NH:9][C:18]([N:13]2[CH2:14][CH2:15][CH2:16][CH2:17][C:12]32[CH2:10][CH2:11]3)=[O:19])=[N:6][CH:7]=1. The catalyst class is: 2. (5) Reactant: [P:1]([Cl:4])(Cl)Cl.[C:5]1([C:11]2[CH:16]=[CH:15][CH:14]=[CH:13][C:12]=2[OH:17])[CH:10]=[CH:9][CH:8]=[CH:7][CH:6]=1. Product: [Cl:4][P:1]1[C:6]2[CH:7]=[CH:8][CH:9]=[CH:10][C:5]=2[C:11]2[CH:16]=[CH:15][CH:14]=[CH:13][C:12]=2[O:17]1. The catalyst class is: 530. (6) Reactant: Br[C:2]1[CH:6]=[CH:5][S:4][C:3]=1[C:7]1[S:8][CH:9]=[CH:10][CH:11]=1.C([Li])CCC.[CH3:17][C:18](=[O:28])[CH2:19][CH2:20][CH2:21][CH2:22][CH2:23][CH2:24][CH2:25][CH2:26][CH3:27]. Product: [S:4]1[CH:5]=[CH:6][C:2]([C:18]([OH:28])([CH2:19][CH2:20][CH2:21][CH2:22][CH2:23][CH2:24][CH2:25][CH2:26][CH3:27])[CH3:17])=[C:3]1[C:7]1[S:8][CH:9]=[CH:10][CH:11]=1. The catalyst class is: 27.